From a dataset of NCI-60 drug combinations with 297,098 pairs across 59 cell lines. Regression. Given two drug SMILES strings and cell line genomic features, predict the synergy score measuring deviation from expected non-interaction effect. Drug 1: CN(C)N=NC1=C(NC=N1)C(=O)N. Drug 2: CCN(CC)CCCC(C)NC1=C2C=C(C=CC2=NC3=C1C=CC(=C3)Cl)OC. Cell line: U251. Synergy scores: CSS=6.99, Synergy_ZIP=-7.62, Synergy_Bliss=-8.25, Synergy_Loewe=-15.1, Synergy_HSA=-7.75.